Dataset: Full USPTO retrosynthesis dataset with 1.9M reactions from patents (1976-2016). Task: Predict the reactants needed to synthesize the given product. (1) Given the product [Br:60][C:61]1[CH:66]=[CH:65][C:64]2[NH:67][C:21]([C:20]([C:12]3[C:13]([O:18][CH3:19])=[CH:14][C:15]([CH3:17])=[C:16]4[C:11]=3[CH:10]=[CH:9][NH:8]4)([CH3:24])[C:25]#[N:26])=[N:68][C:63]=2[CH:62]=1, predict the reactants needed to synthesize it. The reactants are: C(OC([N:8]1[C:16]2[C:11](=[C:12]([C:20]([C:25]#[N:26])([CH3:24])[C:21](O)=O)[C:13]([O:18][CH3:19])=[CH:14][C:15]=2[CH3:17])[CH:10]=[CH:9]1)=O)(C)(C)C.CCN(C(C)C)C(C)C.CN(C(ON1N=NC2C=CC=CC1=2)=[N+](C)C)C.F[P-](F)(F)(F)(F)F.[Br:60][C:61]1[CH:62]=[C:63]([NH2:68])[C:64]([NH2:67])=[CH:65][CH:66]=1. (2) Given the product [C:11]([C:15]1[CH:20]=[CH:19][C:18]([C:21]2[S:22][CH:23]=[C:24]([CH:30]=[O:31])[C:25]=2[O:26][CH2:27][O:28][CH3:29])=[CH:17][CH:16]=1)([CH3:14])([CH3:12])[CH3:13], predict the reactants needed to synthesize it. The reactants are: CS(C)=O.C(Cl)(=O)C(Cl)=O.[C:11]([C:15]1[CH:20]=[CH:19][C:18]([C:21]2[S:22][CH:23]=[C:24]([CH2:30][OH:31])[C:25]=2[O:26][CH2:27][O:28][CH3:29])=[CH:17][CH:16]=1)([CH3:14])([CH3:13])[CH3:12].C(N(CC)CC)C.[Cl-].[NH4+]. (3) Given the product [F:1][C:2]1[CH:12]=[CH:11][C:10]([F:13])=[CH:9][C:3]=1[CH:4]=[CH:5][C:6]([N:22]([O:34][CH3:35])[CH3:24])=[O:7], predict the reactants needed to synthesize it. The reactants are: [F:1][C:2]1[CH:12]=[CH:11][C:10]([F:13])=[CH:9][C:3]=1[CH:4]=[CH:5][C:6](O)=[O:7].CCN=C=NCCC[N:22]([CH3:24])C.Cl.C(N(CC)CC)C.N[O:34][CH3:35].Cl. (4) Given the product [F:1][C:2]1[CH:3]=[CH:4][C:5]([O:11][CH3:12])=[C:6]([C@H:8]([OH:10])[CH3:9])[CH:7]=1, predict the reactants needed to synthesize it. The reactants are: [F:1][C:2]1[CH:3]=[CH:4][C:5]([O:11][CH3:12])=[C:6]([C@@H:8]([OH:10])[CH3:9])[CH:7]=1.FC1C=CC(OC)=C(C(=O)C)C=1.B(Cl)([C@@H]1[C@@H](C)[C@@H]2C(C)(C)[C@@H](C2)C1)[C@@H]1[C@@H](C)[C@@H]2C(C)(C)[C@@H](C2)C1.B(Cl)([C@H]1[C@H](C)C2C(C)(C)C(CC2)C1)[C@H]1[C@H](C)C2C(C)(C)C(CC2)C1. (5) Given the product [OH:5][C:4]1[C@@:6]2([CH3:12])[CH2:10][CH2:9][CH2:8][N:7]2[NH:11][C:16](=[O:17])[C:15]=1[C:14]([NH:19][C:20]1[CH:25]=[CH:24][C:23]([C:26]([F:29])([F:28])[F:27])=[CH:22][C:21]=1[C:30]1[CH:35]=[C:34]([C:36]([F:38])([F:39])[F:37])[N:33]=[CH:32][N:31]=1)=[O:13], predict the reactants needed to synthesize it. The reactants are: Cl.CO[C:4]([C@@:6]1([CH3:12])[CH2:10][CH2:9][CH2:8][N:7]1[NH2:11])=[O:5].[O:13]=[C:14]([NH:19][C:20]1[CH:25]=[CH:24][C:23]([C:26]([F:29])([F:28])[F:27])=[CH:22][C:21]=1[C:30]1[CH:35]=[C:34]([C:36]([F:39])([F:38])[F:37])[N:33]=[CH:32][N:31]=1)[CH2:15][C:16]([O-])=[O:17]. (6) Given the product [Si:42]([O:41][C@@H:39]([CH2:38][C@@H:33]([O:32][Si:25]([C:28]([CH3:29])([CH3:30])[CH3:31])([CH3:26])[CH3:27])[C@H:34]([CH3:37])[CH:35]=[C:1]([Br:5])[Br:2])[CH3:40])([C:45]([CH3:48])([CH3:47])[CH3:46])([CH3:44])[CH3:43], predict the reactants needed to synthesize it. The reactants are: [C:1]([Br:5])(Br)(Br)[Br:2].C1(P(C2C=CC=CC=2)C2C=CC=CC=2)C=CC=CC=1.[Si:25]([O:32][C@H:33]([CH2:38][C@H:39]([O:41][Si:42]([C:45]([CH3:48])([CH3:47])[CH3:46])([CH3:44])[CH3:43])[CH3:40])[C@H:34]([CH3:37])[CH:35]=O)([C:28]([CH3:31])([CH3:30])[CH3:29])([CH3:27])[CH3:26].C([O-])(O)=O.[Na+].